Regression. Given a peptide amino acid sequence and an MHC pseudo amino acid sequence, predict their binding affinity value. This is MHC class I binding data. From a dataset of Peptide-MHC class I binding affinity with 185,985 pairs from IEDB/IMGT. (1) The peptide sequence is EDLLHLNSL. The MHC is H-2-Kk with pseudo-sequence H-2-Kk. The binding affinity (normalized) is 0.355. (2) The peptide sequence is TLLVVMGTL. The MHC is HLA-A02:01 with pseudo-sequence HLA-A02:01. The binding affinity (normalized) is 0.272. (3) The peptide sequence is YTFFFTQYF. The MHC is HLA-C07:01 with pseudo-sequence HLA-C07:01. The binding affinity (normalized) is 0.331. (4) The peptide sequence is EISSNDNAK. The MHC is HLA-A33:01 with pseudo-sequence HLA-A33:01. The binding affinity (normalized) is 0.152. (5) The binding affinity (normalized) is 0.230. The MHC is HLA-A02:03 with pseudo-sequence HLA-A02:03. The peptide sequence is LQIVRFTDY. (6) The peptide sequence is CARRRLRTL. The MHC is HLA-B57:01 with pseudo-sequence HLA-B57:01. The binding affinity (normalized) is 0.0847.